The task is: Regression. Given two drug SMILES strings and cell line genomic features, predict the synergy score measuring deviation from expected non-interaction effect.. This data is from NCI-60 drug combinations with 297,098 pairs across 59 cell lines. (1) Drug 1: C1CN1C2=NC(=NC(=N2)N3CC3)N4CC4. Drug 2: CS(=O)(=O)OCCCCOS(=O)(=O)C. Cell line: HS 578T. Synergy scores: CSS=26.8, Synergy_ZIP=-8.88, Synergy_Bliss=-4.54, Synergy_Loewe=-12.5, Synergy_HSA=-1.45. (2) Drug 1: C1CC(=O)NC(=O)C1N2CC3=C(C2=O)C=CC=C3N. Drug 2: CS(=O)(=O)CCNCC1=CC=C(O1)C2=CC3=C(C=C2)N=CN=C3NC4=CC(=C(C=C4)OCC5=CC(=CC=C5)F)Cl. Cell line: CCRF-CEM. Synergy scores: CSS=9.01, Synergy_ZIP=-4.00, Synergy_Bliss=-0.318, Synergy_Loewe=-3.28, Synergy_HSA=-2.97. (3) Cell line: MDA-MB-435. Synergy scores: CSS=12.1, Synergy_ZIP=-3.53, Synergy_Bliss=-2.06, Synergy_Loewe=-3.84, Synergy_HSA=-4.88. Drug 1: C1CCN(CC1)CCOC2=CC=C(C=C2)C(=O)C3=C(SC4=C3C=CC(=C4)O)C5=CC=C(C=C5)O. Drug 2: COC1=C(C=C2C(=C1)N=CN=C2NC3=CC(=C(C=C3)F)Cl)OCCCN4CCOCC4. (4) Drug 1: CC1C(C(CC(O1)OC2CC(CC3=C2C(=C4C(=C3O)C(=O)C5=C(C4=O)C(=CC=C5)OC)O)(C(=O)C)O)N)O.Cl. Drug 2: COCCOC1=C(C=C2C(=C1)C(=NC=N2)NC3=CC=CC(=C3)C#C)OCCOC.Cl. Cell line: UO-31. Synergy scores: CSS=19.9, Synergy_ZIP=-1.60, Synergy_Bliss=-0.0832, Synergy_Loewe=3.70, Synergy_HSA=4.50. (5) Drug 1: CC1=C(N=C(N=C1N)C(CC(=O)N)NCC(C(=O)N)N)C(=O)NC(C(C2=CN=CN2)OC3C(C(C(C(O3)CO)O)O)OC4C(C(C(C(O4)CO)O)OC(=O)N)O)C(=O)NC(C)C(C(C)C(=O)NC(C(C)O)C(=O)NCCC5=NC(=CS5)C6=NC(=CS6)C(=O)NCCC[S+](C)C)O. Drug 2: C1=CC=C(C(=C1)C(C2=CC=C(C=C2)Cl)C(Cl)Cl)Cl. Cell line: CAKI-1. Synergy scores: CSS=4.74, Synergy_ZIP=12.2, Synergy_Bliss=22.3, Synergy_Loewe=-18.3, Synergy_HSA=1.40.